This data is from Forward reaction prediction with 1.9M reactions from USPTO patents (1976-2016). The task is: Predict the product of the given reaction. (1) Given the reactants [CH3:1][O:2][C:3]1[CH:8]=[CH:7][C:6](B(O)O)=[CH:5][N:4]=1.[NH2:12][C:13]1[N:14]=[C:15]([N:24]2[CH2:29][CH2:28][N:27]([C:30](=[O:40])[CH2:31][O:32][C:33]3[CH:38]=[CH:37][C:36]([Cl:39])=[CH:35][CH:34]=3)[CH2:26][CH2:25]2)[C:16]2[N:22]=[C:21](Cl)[CH:20]=[CH:19][C:17]=2[N:18]=1, predict the reaction product. The product is: [NH2:12][C:13]1[N:14]=[C:15]([N:24]2[CH2:25][CH2:26][N:27]([C:30](=[O:40])[CH2:31][O:32][C:33]3[CH:38]=[CH:37][C:36]([Cl:39])=[CH:35][CH:34]=3)[CH2:28][CH2:29]2)[C:16]2[N:22]=[C:21]([C:6]3[CH:7]=[CH:8][C:3]([O:2][CH3:1])=[N:4][CH:5]=3)[CH:20]=[CH:19][C:17]=2[N:18]=1. (2) Given the reactants [Br:1][C:2]1[C:6]2[N:7]=[CH:8][NH:9][C:10](=O)[C:5]=2[S:4][CH:3]=1.C(=O)([O-])[O-].[Na+].[Na+].P(Cl)(Cl)([Cl:20])=O, predict the reaction product. The product is: [Br:1][C:2]1[C:6]2[N:7]=[CH:8][N:9]=[C:10]([Cl:20])[C:5]=2[S:4][CH:3]=1. (3) Given the reactants C([NH:5][S:6]([C:9]1[CH:14]=[CH:13][CH:12]=[CH:11][C:10]=1[C:15]1[CH:16]=[C:17]2[C:26](=[CH:27][CH:28]=1)[C:25]1[N:21]([CH:22]=[C:23]([C:29]3[N:33]([CH:34]([CH3:36])[CH3:35])[N:32]=[CH:31][N:30]=3)[N:24]=1)[CH2:20][CH2:19][O:18]2)(=[O:8])=[O:7])(C)(C)C, predict the reaction product. The product is: [CH:34]([N:33]1[C:29]([C:23]2[N:24]=[C:25]3[C:26]4[CH:27]=[CH:28][C:15]([C:10]5[CH:11]=[CH:12][CH:13]=[CH:14][C:9]=5[S:6]([NH2:5])(=[O:7])=[O:8])=[CH:16][C:17]=4[O:18][CH2:19][CH2:20][N:21]3[CH:22]=2)=[N:30][CH:31]=[N:32]1)([CH3:36])[CH3:35]. (4) Given the reactants Br[C:2]1[S:3][CH:4]=[CH:5][N:6]=1.[CH3:7][N:8]1[CH2:16][C:15]2[C:10](=[CH:11][CH:12]=[C:13](B3OC(C)(C)C(C)(C)O3)[CH:14]=2)[C:9]1=[O:26], predict the reaction product. The product is: [CH3:7][N:8]1[CH2:16][C:15]2[C:10](=[CH:11][CH:12]=[C:13]([C:2]3[S:3][CH:4]=[CH:5][N:6]=3)[CH:14]=2)[C:9]1=[O:26]. (5) Given the reactants [CH3:1][O:2][C:3](=[O:19])[C:4]1[CH:9]=[CH:8][CH:7]=[C:6]([NH:10][C:11]2[C:16]([Cl:17])=[CH:15][N:14]=[C:13](Cl)[N:12]=2)[CH:5]=1.[C:20]1([NH2:27])[CH:25]=[CH:24][CH:23]=[C:22]([NH2:26])[CH:21]=1.Cl, predict the reaction product. The product is: [CH3:1][O:2][C:3](=[O:19])[C:4]1[CH:9]=[CH:8][CH:7]=[C:6]([NH:10][C:11]2[C:16]([Cl:17])=[CH:15][N:14]=[C:13]([NH:26][C:22]3[CH:23]=[CH:24][CH:25]=[C:20]([NH2:27])[CH:21]=3)[N:12]=2)[CH:5]=1. (6) Given the reactants C1([C:4]2[CH:5]=[C:6]3[C:10](=[C:11]([CH:13]([O:15][CH2:16][C:17]4([C:23]5[CH:28]=[CH:27][C:26]([F:29])=[CH:25][CH:24]=5)[CH2:22][CH2:21][NH:20][CH2:19][CH2:18]4)[CH3:14])[CH:12]=2)[NH:9][N:8]=[CH:7]3)CC1.[C:30]([BH3-])#[N:31].[Na+].C=O.[C:36](O)(=O)C, predict the reaction product. The product is: [F:29][C:26]1[CH:25]=[CH:24][C:23]([C:17]2([CH2:16][O:15][CH:13]([C:11]3[CH:12]=[C:4]([C:30]#[N:31])[CH:5]=[C:6]4[C:10]=3[NH:9][N:8]=[CH:7]4)[CH3:14])[CH2:22][CH2:21][N:20]([CH3:36])[CH2:19][CH2:18]2)=[CH:28][CH:27]=1.